Dataset: Peptide-MHC class I binding affinity with 185,985 pairs from IEDB/IMGT. Task: Regression. Given a peptide amino acid sequence and an MHC pseudo amino acid sequence, predict their binding affinity value. This is MHC class I binding data. (1) The binding affinity (normalized) is 0. The MHC is HLA-B07:02 with pseudo-sequence HLA-B07:02. The peptide sequence is IEELREHLL. (2) The peptide sequence is VMPVHTLSI. The MHC is HLA-A26:01 with pseudo-sequence HLA-A26:01. The binding affinity (normalized) is 0.0814.